This data is from Forward reaction prediction with 1.9M reactions from USPTO patents (1976-2016). The task is: Predict the product of the given reaction. (1) Given the reactants [CH3:1][O:2][C:3]1[CH:4]=[C:5]2[C:10](=[CH:11][C:12]=1[O:13][CH3:14])[N:9]=[CH:8][CH:7]=[C:6]2[O:15][C:16]1[C:22]([CH3:23])=[CH:21][C:19]([NH2:20])=[C:18]([CH3:24])[CH:17]=1.[C:25]1([CH3:31])[CH:30]=[CH:29][CH:28]=[CH:27][CH:26]=1.C(N(CC)CC)C.Cl[C:40](Cl)([O:42][C:43](=O)OC(Cl)(Cl)Cl)Cl.CC1C=CC(C[SH:57])=CC=1, predict the reaction product. The product is: [CH3:1][O:2][C:3]1[CH:4]=[C:5]2[C:10](=[CH:11][C:12]=1[O:13][CH3:14])[N:9]=[CH:8][CH:7]=[C:6]2[O:15][C:16]1[C:22]([CH3:23])=[CH:21][C:19]([NH:20][C:40](=[S:57])[O:42][CH2:43][C:28]2[CH:29]=[CH:30][C:25]([CH3:31])=[CH:26][CH:27]=2)=[C:18]([CH3:24])[CH:17]=1. (2) Given the reactants [CH:1]1[C:10]2[CH:9]=[CH:8][CH:7]=[C:6]([OH:11])[C:5]=2[CH:4]=[CH:3][N:2]=1.[F:12][C:13]([F:23])([F:22])[C:14]1[CH:21]=[CH:20][C:17]([CH:18]=O)=[CH:16][CH:15]=1.[CH2:24]([N:26]1[CH2:31][CH2:30][NH:29][CH2:28][CH2:27]1)[CH3:25], predict the reaction product. The product is: [CH2:24]([N:26]1[CH2:31][CH2:30][N:29]([CH:18]([C:17]2[CH:20]=[CH:21][C:14]([C:13]([F:23])([F:22])[F:12])=[CH:15][CH:16]=2)[C:7]2[CH:8]=[CH:9][C:10]3[CH:1]=[N:2][CH:3]=[CH:4][C:5]=3[C:6]=2[OH:11])[CH2:28][CH2:27]1)[CH3:25]. (3) Given the reactants C([O:3][C:4](=O)[CH2:5][C:6]1[N:7]=[C:8]([NH:21][CH2:22][C:23]2[CH:28]=[CH:27][CH:26]=[CH:25][N:24]=2)[C:9]2[C:14]([C:15]3[CH:20]=[CH:19][CH:18]=[CH:17][CH:16]=3)=[CH:13][S:12][C:10]=2[N:11]=1)C.[CH3:30][NH2:31], predict the reaction product. The product is: [CH3:30][NH:31][C:4](=[O:3])[CH2:5][C:6]1[N:7]=[C:8]([NH:21][CH2:22][C:23]2[CH:28]=[CH:27][CH:26]=[CH:25][N:24]=2)[C:9]2[C:14]([C:15]3[CH:20]=[CH:19][CH:18]=[CH:17][CH:16]=3)=[CH:13][S:12][C:10]=2[N:11]=1.